Dataset: Catalyst prediction with 721,799 reactions and 888 catalyst types from USPTO. Task: Predict which catalyst facilitates the given reaction. (1) Reactant: C(OP([CH2:9][C:10]([O:12][CH2:13][CH3:14])=[O:11])(OCC)=O)C.[H-].[Na+].[CH2:17]([O:24][C:25]1[CH:29]=[C:28]([CH:30]=O)[N:27]([CH2:32][CH:33]([CH3:35])[CH3:34])[N:26]=1)[C:18]1[CH:23]=[CH:22][CH:21]=[CH:20][CH:19]=1.[Cl-].[NH4+]. Product: [CH2:17]([O:24][C:25]1[CH:29]=[C:28](/[CH:30]=[CH:9]/[C:10]([O:12][CH2:13][CH3:14])=[O:11])[N:27]([CH2:32][CH:33]([CH3:35])[CH3:34])[N:26]=1)[C:18]1[CH:19]=[CH:20][CH:21]=[CH:22][CH:23]=1. The catalyst class is: 7. (2) Reactant: [C:1]([O:5][C:6]([N:8]([CH3:22])[CH2:9][CH:10]([OH:21])[CH2:11][N:12]([C:14]([O:16][C:17]([CH3:20])([CH3:19])[CH3:18])=[O:15])[CH3:13])=[O:7])([CH3:4])([CH3:3])[CH3:2].[CH2:23](Br)[C:24]1[CH:29]=[CH:28][CH:27]=[CH:26][CH:25]=1.[H-].[Na+]. Product: [CH2:23]([O:21][CH:10]([CH2:9][N:8]([C:6]([O:5][C:1]([CH3:3])([CH3:2])[CH3:4])=[O:7])[CH3:22])[CH2:11][N:12]([C:14]([O:16][C:17]([CH3:20])([CH3:19])[CH3:18])=[O:15])[CH3:13])[C:24]1[CH:29]=[CH:28][CH:27]=[CH:26][CH:25]=1. The catalyst class is: 7.